Dataset: Reaction yield outcomes from USPTO patents with 853,638 reactions. Task: Predict the reaction yield, written as a fraction of the theoretical maximum amount of product (1.0 means a 100% yield; for example, 0.34 means a 34% yield). The reactants are Cl.N1C=CC=CC=1.[CH3:8][O:9][CH:10]([O:13][CH3:14])[O:11][CH3:12].[Cl:15][C:16]1[CH:25]=[C:24]2[C:19]([CH:20]=[CH:21][N:22]([C@H:27]3[C@H](O)[C@H:30]([OH:33])[C@@H:29](CO)[O:28]3)[C:23]2=[O:26])=[CH:18][CH:17]=1. The catalyst is CN(C=O)C. The product is [Cl:15][C:16]1[CH:25]=[C:24]2[C:19]([CH:20]=[CH:21][N:22]([C@H:27]3[C@H:12]4[C@H:8]([O:9][CH:10]([O:13][CH3:14])[O:11]4)[C@@H:29]([CH2:30][OH:33])[O:28]3)[C:23]2=[O:26])=[CH:18][CH:17]=1. The yield is 0.480.